From a dataset of NCI-60 drug combinations with 297,098 pairs across 59 cell lines. Regression. Given two drug SMILES strings and cell line genomic features, predict the synergy score measuring deviation from expected non-interaction effect. Drug 1: C1CC(C1)(C(=O)O)C(=O)O.[NH2-].[NH2-].[Pt+2]. Drug 2: CCC1=C2CN3C(=CC4=C(C3=O)COC(=O)C4(CC)O)C2=NC5=C1C=C(C=C5)O. Cell line: OVCAR-4. Synergy scores: CSS=0.567, Synergy_ZIP=1.23, Synergy_Bliss=3.38, Synergy_Loewe=-1.50, Synergy_HSA=-1.02.